From a dataset of Reaction yield outcomes from USPTO patents with 853,638 reactions. Predict the reaction yield, written as a fraction of the theoretical maximum amount of product (1.0 means a 100% yield; for example, 0.34 means a 34% yield). (1) The reactants are CC1(C)C(C)(C)OB([C:9]2[CH:10]=[C:11]([O:28][C:29]([F:32])([F:31])[F:30])[CH:12]=[C:13]3[C:18]=2[O:17][CH:16]([C:19]([F:22])([F:21])[F:20])[C:15]([C:23]([O:25][CH2:26][CH3:27])=[O:24])=[CH:14]3)O1.[OH:34]O.[OH-].[Na+].Cl. The catalyst is C1COCC1.[Cl-].[Na+].O. The product is [OH:34][C:9]1[CH:10]=[C:11]([O:28][C:29]([F:30])([F:31])[F:32])[CH:12]=[C:13]2[C:18]=1[O:17][CH:16]([C:19]([F:21])([F:20])[F:22])[C:15]([C:23]([O:25][CH2:26][CH3:27])=[O:24])=[CH:14]2. The yield is 0.910. (2) The reactants are [CH2:1]([NH:3][C:4]1[CH:9]=[CH:8][CH:7]=[CH:6][CH:5]=1)[CH3:2].[H-].[Na+].[C:12]([O:15][CH2:16]Br)(=[O:14])[CH3:13]. The catalyst is CN(C=O)C. The product is [CH2:1]([N:3]([C:4]1[CH:9]=[CH:8][CH:7]=[CH:6][CH:5]=1)[CH2:13][C:12]([O:15][CH3:16])=[O:14])[CH3:2]. The yield is 0.960. (3) The reactants are [I:1]N1C(C)(C)C(=O)N(C)C1=O.[C:12]1([C:18]#[C:19]C(O)=O)[CH:17]=[CH:16][CH:15]=[CH:14][CH:13]=1. The catalyst is CCN(CC)CC.C(Cl)Cl. The product is [I:1][C:19]#[C:18][C:12]1[CH:17]=[CH:16][CH:15]=[CH:14][CH:13]=1. The yield is 0.970. (4) The reactants are [CH3:1][O:2][C:3]1[CH:4]=[C:5]([CH:14]=[CH:15][C:16]=1[N+:17]([O-])=O)[O:6][CH:7]1[CH2:12][CH2:11][N:10]([CH3:13])[CH2:9][CH2:8]1.[H][H]. The catalyst is C(O)C.[Pd]. The product is [CH3:1][O:2][C:3]1[CH:4]=[C:5]([O:6][CH:7]2[CH2:12][CH2:11][N:10]([CH3:13])[CH2:9][CH2:8]2)[CH:14]=[CH:15][C:16]=1[NH2:17]. The yield is 1.00. (5) The yield is 0.470. The catalyst is O1CCOCC1.CN(C=O)C.C([O-])(=O)C.[Pd+2].C([O-])(=O)C. The product is [Cl:17][C:14]1[CH:15]=[CH:16][C:11]([NH:10][C:8]([C:3]2[C:4]([CH3:7])=[N:5][S:6][C:2]=2[NH:1][C:20]2[CH:25]=[N:24][CH:23]=[CH:22][N:21]=2)=[O:9])=[CH:12][C:13]=1[F:18]. The reactants are [NH2:1][C:2]1[S:6][N:5]=[C:4]([CH3:7])[C:3]=1[C:8]([NH:10][C:11]1[CH:16]=[CH:15][C:14]([Cl:17])=[C:13]([F:18])[CH:12]=1)=[O:9].Cl[C:20]1[CH:25]=[N:24][CH:23]=[CH:22][N:21]=1.C(=O)([O-])[O-].[Cs+].[Cs+].CC1(C)C2C(=C(P(C3C=CC=CC=3)C3C=CC=CC=3)C=CC=2)OC2C(P(C3C=CC=CC=3)C3C=CC=CC=3)=CC=CC1=2. (6) The reactants are [NH2:1][C:2]1[CH:7]=[CH:6][C:5]([CH2:8][CH2:9][CH2:10][CH:11]([N:29]([CH2:34][C:35]([OH:37])=[O:36])[CH2:30][C:31]([OH:33])=[O:32])[CH2:12][N:13]([CH2:18][CH2:19][N:20]([CH2:25][C:26]([OH:28])=[O:27])[CH2:21][C:22]([OH:24])=[O:23])[CH2:14][C:15]([OH:17])=[O:16])=[CH:4][CH:3]=1.[C:38](Cl)(Cl)=[S:39].C(Cl)(Cl)Cl. The catalyst is O. The product is [C:31]([CH2:30][N:29]([CH2:34][C:35]([OH:37])=[O:36])[CH:11]([CH2:10][CH2:9][CH2:8][C:5]1[CH:6]=[CH:7][C:2]([N:1]=[C:38]=[S:39])=[CH:3][CH:4]=1)[CH2:12][N:13]([CH2:18][CH2:19][N:20]([CH2:21][C:22]([OH:24])=[O:23])[CH2:25][C:26]([OH:28])=[O:27])[CH2:14][C:15]([OH:17])=[O:16])([OH:33])=[O:32]. The yield is 0.970. (7) The reactants are [N+:1]([C:4]1[C:5]([C:14]#[N:15])=[N:6][CH:7]=[C:8]([C:10]([F:13])([F:12])[F:11])[CH:9]=1)([O-:3])=[O:2].S(=O)(=O)(O)[OH:17]. The product is [N+:1]([C:4]1[C:5]([C:14]([NH2:15])=[O:17])=[N:6][CH:7]=[C:8]([C:10]([F:13])([F:11])[F:12])[CH:9]=1)([O-:3])=[O:2]. No catalyst specified. The yield is 0.860.